From a dataset of Full USPTO retrosynthesis dataset with 1.9M reactions from patents (1976-2016). Predict the reactants needed to synthesize the given product. Given the product [F:15][C:2]([F:14])([F:1])[O:3][C:4]1[CH:5]=[CH:6][C:7]([NH:10][C:11]2[S:12][CH:17]=[C:18]([C:19]([OH:21])=[O:20])[N:13]=2)=[CH:8][CH:9]=1, predict the reactants needed to synthesize it. The reactants are: [F:1][C:2]([F:15])([F:14])[O:3][C:4]1[CH:9]=[CH:8][C:7]([NH:10][C:11]([NH2:13])=[S:12])=[CH:6][CH:5]=1.Br[CH2:17][C:18](=O)[C:19]([OH:21])=[O:20].